From a dataset of Full USPTO retrosynthesis dataset with 1.9M reactions from patents (1976-2016). Predict the reactants needed to synthesize the given product. (1) Given the product [Cl:1][C:2]1[C:3]([C:18]2[S:22][C:21]([C:23]3([O:27][CH2:28][O:29][CH3:30])[CH2:24][CH2:25][CH2:26]3)=[N:20][CH:19]=2)=[C:4]2[CH:10]=[C:9]([C:11]3[CH:12]=[CH:13][C:14]([NH:15][C:34](=[O:35])[CH2:33][N:32]([CH3:37])[CH3:31])=[CH:16][CH:17]=3)[NH:8][C:5]2=[N:6][CH:7]=1, predict the reactants needed to synthesize it. The reactants are: [Cl:1][C:2]1[C:3]([C:18]2[S:22][C:21]([C:23]3([O:27][CH2:28][O:29][CH3:30])[CH2:26][CH2:25][CH2:24]3)=[N:20][CH:19]=2)=[C:4]2[CH:10]=[C:9]([C:11]3[CH:17]=[CH:16][C:14]([NH2:15])=[CH:13][CH:12]=3)[NH:8][C:5]2=[N:6][CH:7]=1.[CH3:31][N:32]([CH3:37])[CH2:33][C:34](O)=[O:35].Cl.CN(C)CCCN=C=NCC.O.ON1C2C=CC=CC=2N=N1. (2) Given the product [F:1][C:2]([F:30])([F:31])[C:3]([C:12]1[CH:17]=[CH:16][C:15]([O:18][C:19]2[CH:20]=[CH:21][C:22]([CH2:25][CH2:26][OH:33])=[CH:23][CH:24]=2)=[C:14]([CH2:27][CH2:28][CH3:29])[CH:13]=1)([O:8][CH2:9][O:10][CH3:11])[C:4]([F:6])([F:5])[F:7], predict the reactants needed to synthesize it. The reactants are: [F:1][C:2]([F:31])([F:30])[C:3]([C:12]1[CH:17]=[CH:16][C:15]([O:18][C:19]2[CH:24]=[CH:23][C:22]([CH:25]=[CH2:26])=[CH:21][CH:20]=2)=[C:14]([CH2:27][CH2:28][CH3:29])[CH:13]=1)([O:8][CH2:9][O:10][CH3:11])[C:4]([F:7])([F:6])[F:5].C(=O)([O-])[OH:33].[Na+].ClC1C=CC=C(C(OO)=O)C=1.S([O-])([O-])(=O)=S.[Na+].[Na+].C([BH3-])#N.[Na+]. (3) Given the product [CH2:16]([NH:15][C:13]([NH:12][C:9]1[CH:10]=[CH:11][C:5]2[C:6]([N:8]=1)=[N:7][C:2]([C:29]1[CH:28]=[CH:27][CH:26]=[C:25]([OH:24])[CH:30]=1)=[CH:3][N:4]=2)=[O:14])[CH3:17], predict the reactants needed to synthesize it. The reactants are: Cl[C:2]1[N:7]=[C:6]2[N:8]=[C:9]([NH:12][C:13]([NH:15][CH2:16][CH3:17])=[O:14])[CH:10]=[CH:11][C:5]2=[N:4][CH:3]=1.CN(C)C=O.O.[OH:24][C:25]1[CH:26]=[C:27](B(O)O)[CH:28]=[CH:29][CH:30]=1.C(=O)([O-])[O-].[Na+].[Na+]. (4) The reactants are: [OH:1][C:2]1([C:5]([OH:7])=O)[CH2:4][CH2:3]1.CN(C(ON1N=NC2C=CC=CC1=2)=[N+](C)C)C.F[P-](F)(F)(F)(F)F.Cl.[CH3:33][C:34]1[C:42]2[C:37](=[CH:38][CH:39]=[CH:40][CH:41]=2)[N:36]([C:43]2[CH:48]=[CH:47][C:46]([C:49]([N:51]3[CH2:56][CH2:55][NH:54][CH2:53][CH2:52]3)=[O:50])=[CH:45][CH:44]=2)[N:35]=1.CCN(C(C)C)C(C)C. Given the product [OH:1][C:2]1([C:5]([N:54]2[CH2:55][CH2:56][N:51]([C:49]([C:46]3[CH:45]=[CH:44][C:43]([N:36]4[C:37]5[C:42](=[CH:41][CH:40]=[CH:39][CH:38]=5)[C:34]([CH3:33])=[N:35]4)=[CH:48][CH:47]=3)=[O:50])[CH2:52][CH2:53]2)=[O:7])[CH2:4][CH2:3]1, predict the reactants needed to synthesize it. (5) Given the product [CH3:7][O:8][C:9](=[O:19])[C@@H:10]([NH:18][C:1]([N:22]1[CH2:21][CH2:20][CH2:26][O:25][CH2:24][CH2:23]1)=[O:2])[CH2:11][C:12]([F:17])([F:16])[CH2:13][CH2:14][CH3:15], predict the reactants needed to synthesize it. The reactants are: [C:1](=O)(O)[O-:2].[Na+].Cl.[CH3:7][O:8][C:9](=[O:19])[C@@H:10]([NH2:18])[CH2:11][C:12]([F:17])([F:16])[CH2:13][CH2:14][CH3:15].[CH2:20]1[CH2:26][O:25][CH2:24][CH2:23][NH:22][CH2:21]1.Cl.C(N(CC)CC)C. (6) Given the product [CH3:44][O:45][C:46]1[CH:47]=[C:48]([N:54]2[CH2:55][CH2:56][N:57]([C:18]([C:7]3[N:8]([C:12]4[CH:13]=[CH:14][CH:15]=[CH:16][CH:17]=4)[C:9]4[C:5]([CH:6]=3)=[CH:4][C:3]([O:2][CH3:1])=[CH:11][CH:10]=4)=[O:20])[CH2:58][CH2:59]2)[CH:49]=[C:50]([O:52][CH3:53])[CH:51]=1, predict the reactants needed to synthesize it. The reactants are: [CH3:1][O:2][C:3]1[CH:4]=[C:5]2[C:9](=[CH:10][CH:11]=1)[N:8]([C:12]1[CH:17]=[CH:16][CH:15]=[CH:14][CH:13]=1)[C:7]([C:18]([OH:20])=O)=[CH:6]2.Cl.CN(C)CCCN=C=NCC.O.ON1C2C=CC=CC=2N=N1.[CH3:44][O:45][C:46]1[CH:47]=[C:48]([N:54]2[CH2:59][CH2:58][NH:57][CH2:56][CH2:55]2)[CH:49]=[C:50]([O:52][CH3:53])[CH:51]=1. (7) Given the product [NH2:28][C:25]1[N:24]=[C:23]([C:20]([NH:19][C:15]([C:7]2[CH:6]=[CH:5][C:4]([CH:1]3[CH2:2][CH2:3]3)=[C:9]([O:10][CH2:11][CH:12]3[CH2:13][CH2:14]3)[N:8]=2)=[O:17])([CH3:22])[CH3:21])[O:27][N:26]=1, predict the reactants needed to synthesize it. The reactants are: [CH:1]1([C:4]2[CH:5]=[CH:6][C:7]([C:15]([OH:17])=O)=[N:8][C:9]=2[O:10][CH2:11][CH:12]2[CH2:14][CH2:13]2)[CH2:3][CH2:2]1.Cl.[NH2:19][C:20]([C:23]1[O:27][N:26]=[C:25]([NH2:28])[N:24]=1)([CH3:22])[CH3:21]. (8) Given the product [F:25][C:22]1[CH:23]=[CH:24][C:19]([CH2:18][O:17][C:14]2[CH:15]=[CH:16][N:11]([CH2:10][C:9]([C:6]3[CH:7]=[CH:8][C:3]([CH2:2][N:29]4[CH2:33][CH2:32][CH2:31][CH2:30]4)=[CH:4][C:5]=3[CH3:28])=[O:27])[C:12](=[O:26])[CH:13]=2)=[N:20][CH:21]=1, predict the reactants needed to synthesize it. The reactants are: Br[CH2:2][C:3]1[CH:8]=[CH:7][C:6]([C:9](=[O:27])[CH2:10][N:11]2[CH:16]=[CH:15][C:14]([O:17][CH2:18][C:19]3[CH:24]=[CH:23][C:22]([F:25])=[CH:21][N:20]=3)=[CH:13][C:12]2=[O:26])=[C:5]([CH3:28])[CH:4]=1.[NH:29]1[CH2:33][CH2:32][CH2:31][CH2:30]1.